This data is from Forward reaction prediction with 1.9M reactions from USPTO patents (1976-2016). The task is: Predict the product of the given reaction. (1) Given the reactants [N:1]1[CH:6]=[CH:5][C:4]([CH2:7][OH:8])=[CH:3][CH:2]=1.[H-].[Na+].[CH2:11]([O:18][C:19]1[CH:24]=[CH:23][C:22]([Br:25])=[C:21](F)[C:20]=1[F:27])[C:12]1[CH:17]=[CH:16][CH:15]=[CH:14][CH:13]=1, predict the reaction product. The product is: [CH2:11]([O:18][C:19]1[C:20]([F:27])=[C:21]([C:22]([Br:25])=[CH:23][CH:24]=1)[O:8][CH2:7][C:4]1[CH:5]=[CH:6][N:1]=[CH:2][CH:3]=1)[C:12]1[CH:13]=[CH:14][CH:15]=[CH:16][CH:17]=1. (2) Given the reactants [Li]CCCC.Br[C:7]1[CH:8]=[CH:9][C:10]2[O:14][C:13]3[CH:15]=[CH:16][C:17]([N:19]4[C:31]5[CH:30]=[CH:29][CH:28]=[CH:27][C:26]=5[C:25]5[C:20]4=[CH:21][CH:22]=[CH:23][CH:24]=5)=[CH:18][C:12]=3[C:11]=2[CH:32]=1.[C:33]1([SiH:39]2[C:52]3[CH:51]=[CH:50][CH:49]=[CH:48][C:47]=3[O:46][C:45]3[C:40]2=[CH:41][CH:42]=[CH:43][CH:44]=3)[CH:38]=[CH:37][CH:36]=[CH:35][CH:34]=1.[NH4+].[Cl-], predict the reaction product. The product is: [C:33]1([Si:39]2([C:7]3[CH:8]=[CH:9][C:10]4[O:14][C:13]5[CH:15]=[CH:16][C:17]([N:19]6[C:31]7[CH:30]=[CH:29][CH:28]=[CH:27][C:26]=7[C:25]7[C:20]6=[CH:21][CH:22]=[CH:23][CH:24]=7)=[CH:18][C:12]=5[C:11]=4[CH:32]=3)[C:40]3[CH:41]=[CH:42][CH:43]=[CH:44][C:45]=3[O:46][C:47]3[CH:48]=[CH:49][CH:50]=[CH:51][C:52]2=3)[CH:38]=[CH:37][CH:36]=[CH:35][CH:34]=1.